From a dataset of Full USPTO retrosynthesis dataset with 1.9M reactions from patents (1976-2016). Predict the reactants needed to synthesize the given product. (1) Given the product [Cl:1][C:2]1[CH:3]=[CH:4][C:5]([C:8]2[CH:13]=[CH:12][CH:11]=[CH:10][C:9]=2[CH2:14][N:23]2[CH2:24][CH2:25][C:20]3([O:19][CH2:18][CH2:17][O:16]3)[CH2:21][CH2:22]2)=[CH:6][CH:7]=1, predict the reactants needed to synthesize it. The reactants are: [Cl:1][C:2]1[CH:7]=[CH:6][C:5]([C:8]2[C:9]([CH:14]=O)=[CH:10][CH:11]=[CH:12][CH:13]=2)=[CH:4][CH:3]=1.[O:16]1[C:20]2([CH2:25][CH2:24][NH:23][CH2:22][CH2:21]2)[O:19][CH2:18][CH2:17]1.[O-]S([O-])(=O)=O.[Mg+2].C(O[BH-](OC(=O)C)OC(=O)C)(=O)C.[Na+]. (2) The reactants are: [CH2:1]([N:8]([C@H:18]([C:20]1[CH:25]=[CH:24][CH:23]=[CH:22][CH:21]=1)[CH3:19])[C@@H:9]([CH2:14][CH2:15][CH2:16][CH3:17])[CH2:10][C:11](O)=[O:12])[C:2]1[CH:7]=[CH:6][CH:5]=[CH:4][CH:3]=1.B.O1CCCC1.CO.Cl. Given the product [CH2:1]([N:8]([C@H:18]([C:20]1[CH:21]=[CH:22][CH:23]=[CH:24][CH:25]=1)[CH3:19])[C@@H:9]([CH2:14][CH2:15][CH2:16][CH3:17])[CH2:10][CH2:11][OH:12])[C:2]1[CH:3]=[CH:4][CH:5]=[CH:6][CH:7]=1, predict the reactants needed to synthesize it.